From a dataset of Full USPTO retrosynthesis dataset with 1.9M reactions from patents (1976-2016). Predict the reactants needed to synthesize the given product. (1) Given the product [F:11][C:12]1[CH:20]=[C:19]([F:21])[CH:18]=[CH:17][C:13]=1[C:14]1[O:1][N:2]=[C:3]([C:4]2[CH:5]=[N:6][CH:7]=[CH:8][CH:9]=2)[N:10]=1, predict the reactants needed to synthesize it. The reactants are: [OH:1][N:2]=[C:3]([NH2:10])[C:4]1[CH:9]=[CH:8][CH:7]=[N:6][CH:5]=1.[F:11][C:12]1[CH:20]=[C:19]([F:21])[CH:18]=[CH:17][C:13]=1[C:14](O)=O.N. (2) Given the product [C:1]([C@:3]1([CH2:12][C:13]([O-:15])=[O:14])[CH2:9][C@@H:8]2[C@H:4]1[CH:5]=[C:6]([CH2:10][CH3:11])[CH2:7]2)#[N:2].[CH2:1]([NH3+:2])[C:3]1[CH:9]=[CH:8][CH:4]=[CH:18][CH:12]=1, predict the reactants needed to synthesize it. The reactants are: [C:1]([C@:3]1([CH:12]([C:18](OCC)=O)[C:13]([O:15]CC)=[O:14])[CH2:9][C@@H:8]2[C@H:4]1[CH:5]=[C:6]([CH2:10][CH3:11])[CH2:7]2)#[N:2].[OH-].[K+].